From a dataset of Caco-2 cell permeability data measuring drug intestinal absorption for ~900 compounds. Regression/Classification. Given a drug SMILES string, predict its absorption, distribution, metabolism, or excretion properties. Task type varies by dataset: regression for continuous measurements (e.g., permeability, clearance, half-life) or binary classification for categorical outcomes (e.g., BBB penetration, CYP inhibition). For this dataset (caco2_wang), we predict Y. (1) The compound is Nc1cccnc1. The Y is -4.54 log Papp (cm/s). (2) The compound is COc1ccc2cc1Oc1ccc(cc1)CC1c3c(cc4c(c3Oc3cc5c(cc3OC)CCN(C)C5C2)OCO4)CCN1C. The Y is -4.19 log Papp (cm/s). (3) The molecule is COc1ccc([C@@H]2CC(=O)c3c(O)cc(O)cc3O2)cc1O. The Y is -4.74 log Papp (cm/s). (4) The compound is C/C=C/c1cc(OC)c2c(c1)C(C)C(c1cc(OC)c(O)c(OC)c1)O2. The Y is -5.34 log Papp (cm/s).